From a dataset of NCI-60 drug combinations with 297,098 pairs across 59 cell lines. Regression. Given two drug SMILES strings and cell line genomic features, predict the synergy score measuring deviation from expected non-interaction effect. (1) Drug 1: C1=C(C(=O)NC(=O)N1)F. Drug 2: CC(C)CN1C=NC2=C1C3=CC=CC=C3N=C2N. Cell line: PC-3. Synergy scores: CSS=34.5, Synergy_ZIP=3.73, Synergy_Bliss=2.80, Synergy_Loewe=2.59, Synergy_HSA=2.99. (2) Drug 1: CN(C(=O)NC(C=O)C(C(C(CO)O)O)O)N=O. Drug 2: N.N.Cl[Pt+2]Cl. Cell line: SNB-19. Synergy scores: CSS=34.4, Synergy_ZIP=-1.36, Synergy_Bliss=0.480, Synergy_Loewe=-33.7, Synergy_HSA=-1.16. (3) Drug 1: C1=CC(=CC=C1C#N)C(C2=CC=C(C=C2)C#N)N3C=NC=N3. Drug 2: CC1=CC=C(C=C1)C2=CC(=NN2C3=CC=C(C=C3)S(=O)(=O)N)C(F)(F)F. Cell line: EKVX. Synergy scores: CSS=2.66, Synergy_ZIP=0.0769, Synergy_Bliss=2.64, Synergy_Loewe=-2.51, Synergy_HSA=-0.476. (4) Synergy scores: CSS=7.63, Synergy_ZIP=-0.182, Synergy_Bliss=-1.49, Synergy_Loewe=-2.91, Synergy_HSA=-2.87. Drug 1: CC1=C2C(C(=O)C3(C(CC4C(C3C(C(C2(C)C)(CC1OC(=O)C(C(C5=CC=CC=C5)NC(=O)OC(C)(C)C)O)O)OC(=O)C6=CC=CC=C6)(CO4)OC(=O)C)O)C)O. Cell line: SN12C. Drug 2: CC1=C(C(=CC=C1)Cl)NC(=O)C2=CN=C(S2)NC3=CC(=NC(=N3)C)N4CCN(CC4)CCO. (5) Drug 1: CC1=CC=C(C=C1)C2=CC(=NN2C3=CC=C(C=C3)S(=O)(=O)N)C(F)(F)F. Drug 2: CN(C(=O)NC(C=O)C(C(C(CO)O)O)O)N=O. Cell line: OVCAR3. Synergy scores: CSS=3.82, Synergy_ZIP=-0.478, Synergy_Bliss=0.246, Synergy_Loewe=-4.76, Synergy_HSA=-0.285. (6) Drug 1: CC12CCC3C(C1CCC2=O)CC(=C)C4=CC(=O)C=CC34C. Drug 2: CC1=C2C(C(=O)C3(C(CC4C(C3C(C(C2(C)C)(CC1OC(=O)C(C(C5=CC=CC=C5)NC(=O)C6=CC=CC=C6)O)O)OC(=O)C7=CC=CC=C7)(CO4)OC(=O)C)O)C)OC(=O)C. Cell line: CCRF-CEM. Synergy scores: CSS=58.4, Synergy_ZIP=-0.655, Synergy_Bliss=-1.54, Synergy_Loewe=-23.3, Synergy_HSA=-2.37. (7) Drug 1: CC(C)NC(=O)C1=CC=C(C=C1)CNNC.Cl. Drug 2: CC1C(C(CC(O1)OC2CC(CC3=C2C(=C4C(=C3O)C(=O)C5=C(C4=O)C(=CC=C5)OC)O)(C(=O)CO)O)N)O.Cl. Cell line: SNB-19. Synergy scores: CSS=39.7, Synergy_ZIP=-0.917, Synergy_Bliss=-2.06, Synergy_Loewe=-3.87, Synergy_HSA=1.29. (8) Drug 1: C1=CC(=C2C(=C1NCCNCCO)C(=O)C3=C(C=CC(=C3C2=O)O)O)NCCNCCO. Drug 2: C1=NC2=C(N1)C(=S)N=C(N2)N. Cell line: SN12C. Synergy scores: CSS=45.1, Synergy_ZIP=-5.62, Synergy_Bliss=-4.45, Synergy_Loewe=-19.1, Synergy_HSA=0.406. (9) Drug 1: CC1=C(N=C(N=C1N)C(CC(=O)N)NCC(C(=O)N)N)C(=O)NC(C(C2=CN=CN2)OC3C(C(C(C(O3)CO)O)O)OC4C(C(C(C(O4)CO)O)OC(=O)N)O)C(=O)NC(C)C(C(C)C(=O)NC(C(C)O)C(=O)NCCC5=NC(=CS5)C6=NC(=CS6)C(=O)NCCC[S+](C)C)O. Drug 2: C1=NC2=C(N1)C(=S)N=CN2. Cell line: KM12. Synergy scores: CSS=44.9, Synergy_ZIP=-11.1, Synergy_Bliss=-1.96, Synergy_Loewe=2.36, Synergy_HSA=3.36. (10) Drug 1: CCC1(CC2CC(C3=C(CCN(C2)C1)C4=CC=CC=C4N3)(C5=C(C=C6C(=C5)C78CCN9C7C(C=CC9)(C(C(C8N6C=O)(C(=O)OC)O)OC(=O)C)CC)OC)C(=O)OC)O.OS(=O)(=O)O. Drug 2: CCN(CC)CCCC(C)NC1=C2C=C(C=CC2=NC3=C1C=CC(=C3)Cl)OC. Cell line: SK-OV-3. Synergy scores: CSS=12.7, Synergy_ZIP=-7.02, Synergy_Bliss=-4.69, Synergy_Loewe=1.40, Synergy_HSA=-1.73.